From a dataset of Peptide-MHC class II binding affinity with 134,281 pairs from IEDB. Regression. Given a peptide amino acid sequence and an MHC pseudo amino acid sequence, predict their binding affinity value. This is MHC class II binding data. The peptide sequence is ILVGDNSFVSAISQT. The MHC is HLA-DQA10501-DQB10402 with pseudo-sequence HLA-DQA10501-DQB10402. The binding affinity (normalized) is 0.461.